Dataset: Reaction yield outcomes from USPTO patents with 853,638 reactions. Task: Predict the reaction yield, written as a fraction of the theoretical maximum amount of product (1.0 means a 100% yield; for example, 0.34 means a 34% yield). (1) The reactants are [Mg].II.Br[C:5]1[CH:10]=[CH:9][C:8]([C:11]2[CH:16]=[CH:15][CH:14]=[CH:13][CH:12]=2)=[C:7]([F:17])[CH:6]=1.[C:18](=[O:20])=[O:19]. The catalyst is C1COCC1. The product is [F:17][C:7]1[CH:6]=[C:5]([CH:10]=[CH:9][C:8]=1[C:11]1[CH:16]=[CH:15][CH:14]=[CH:13][CH:12]=1)[C:18]([OH:20])=[O:19]. The yield is 0.740. (2) The reactants are [F:1][C:2]([F:31])([F:30])[CH2:3][S:4]([NH:7][C:8]1[CH:17]=[CH:16][CH:15]=[C:14]2[C:9]=1[CH2:10][CH2:11][CH2:12][CH:13]2[C:18]1[N:19]=[CH:20][N:21]([C:23](OC(C)(C)C)=[O:24])[CH:22]=1)(=[O:6])=[O:5].FC(F)(F)C(O)=O. The catalyst is ClCCl. The product is [CH3:23][OH:24].[NH3:7].[NH:21]1[CH:22]=[C:18]([CH:13]2[CH2:12][CH2:11][CH2:10][C:9]3[C:8]([NH:7][S:4]([CH2:3][C:2]([F:31])([F:1])[F:30])(=[O:6])=[O:5])=[CH:17][CH:16]=[CH:15][C:14]2=3)[N:19]=[CH:20]1. The yield is 0.200.